From a dataset of Merck oncology drug combination screen with 23,052 pairs across 39 cell lines. Regression. Given two drug SMILES strings and cell line genomic features, predict the synergy score measuring deviation from expected non-interaction effect. (1) Drug 1: O=C(CCCCCCC(=O)Nc1ccccc1)NO. Drug 2: Cn1nnc2c(C(N)=O)ncn2c1=O. Cell line: SW620. Synergy scores: synergy=2.07. (2) Drug 1: C=CCn1c(=O)c2cnc(Nc3ccc(N4CCN(C)CC4)cc3)nc2n1-c1cccc(C(C)(C)O)n1. Cell line: COLO320DM. Drug 2: Cc1nc(Nc2ncc(C(=O)Nc3c(C)cccc3Cl)s2)cc(N2CCN(CCO)CC2)n1. Synergy scores: synergy=8.11. (3) Cell line: LOVO. Drug 1: NC1(c2ccc(-c3nc4ccn5c(=O)[nH]nc5c4cc3-c3ccccc3)cc2)CCC1. Synergy scores: synergy=45.4. Drug 2: C#Cc1cccc(Nc2ncnc3cc(OCCOC)c(OCCOC)cc23)c1. (4) Drug 1: NC1(c2ccc(-c3nc4ccn5c(=O)[nH]nc5c4cc3-c3ccccc3)cc2)CCC1. Drug 2: COC1CC2CCC(C)C(O)(O2)C(=O)C(=O)N2CCCCC2C(=O)OC(C(C)CC2CCC(OP(C)(C)=O)C(OC)C2)CC(=O)C(C)C=C(C)C(O)C(OC)C(=O)C(C)CC(C)C=CC=CC=C1C. Cell line: MSTO. Synergy scores: synergy=74.8. (5) Drug 1: CC1CC2C3CCC4=CC(=O)C=CC4(C)C3(F)C(O)CC2(C)C1(O)C(=O)CO. Drug 2: Cc1nc(Nc2ncc(C(=O)Nc3c(C)cccc3Cl)s2)cc(N2CCN(CCO)CC2)n1. Cell line: A2058. Synergy scores: synergy=-0.179. (6) Drug 1: COc1cccc2c1C(=O)c1c(O)c3c(c(O)c1C2=O)CC(O)(C(=O)CO)CC3OC1CC(N)C(O)C(C)O1. Drug 2: NC(=O)c1cccc2cn(-c3ccc(C4CCCNC4)cc3)nc12. Cell line: SKMES1. Synergy scores: synergy=-0.733. (7) Drug 1: CC1CC2C3CCC4=CC(=O)C=CC4(C)C3(F)C(O)CC2(C)C1(O)C(=O)CO. Drug 2: N#Cc1ccc(Cn2cncc2CN2CCN(c3cccc(Cl)c3)C(=O)C2)cc1. Cell line: A427. Synergy scores: synergy=9.76.